Dataset: Full USPTO retrosynthesis dataset with 1.9M reactions from patents (1976-2016). Task: Predict the reactants needed to synthesize the given product. (1) Given the product [CH3:10][O:9][C:6]1[N:7]=[CH:8][C:3]([CH2:2][S:18][C:16]2[N:15]=[C:14]([OH:19])[CH:13]=[C:12]([CH3:11])[N:17]=2)=[CH:4][CH:5]=1, predict the reactants needed to synthesize it. The reactants are: Br[CH2:2][C:3]1[CH:4]=[CH:5][C:6]([O:9][CH3:10])=[N:7][CH:8]=1.[CH3:11][C:12]1[N:17]=[C:16]([SH:18])[N:15]=[C:14]([OH:19])[CH:13]=1. (2) Given the product [Cl:19][C:3]1[N:4]2[CH:9]=[C:8]([CH2:10][OH:11])[CH:7]=[CH:6][C:5]2=[N:1][CH:2]=1, predict the reactants needed to synthesize it. The reactants are: [N:1]1[CH:2]=[CH:3][N:4]2[CH:9]=[C:8]([CH2:10][OH:11])[CH:7]=[CH:6][C:5]=12.C1C(=O)N([Cl:19])C(=O)C1. (3) Given the product [Br:1][C:2]1[CH:3]=[C:4]([NH:9][S:17]([CH3:16])(=[O:19])=[O:18])[C:5]([Cl:8])=[N:6][CH:7]=1, predict the reactants needed to synthesize it. The reactants are: [Br:1][C:2]1[CH:3]=[C:4]([NH2:9])[C:5]([Cl:8])=[N:6][CH:7]=1.N1C=CC=CC=1.[CH3:16][S:17](Cl)(=[O:19])=[O:18].C(=O)([O-])[O-].[K+].[K+].Cl.C([O-])(=O)C.[Na+].